From a dataset of Reaction yield outcomes from USPTO patents with 853,638 reactions. Predict the reaction yield, written as a fraction of the theoretical maximum amount of product (1.0 means a 100% yield; for example, 0.34 means a 34% yield). (1) The reactants are [CH3:1][C:2]([CH3:15])([CH3:14])[CH2:3][NH:4][CH2:5][C:6]1[S:10][C:9](B(O)O)=[CH:8][CH:7]=1.Br[C:17]1[CH:18]=[C:19]2[C:23](=[C:24]([C:26]([NH2:28])=[O:27])[CH:25]=1)[NH:22][CH:21]=[C:20]2[CH:29]1[CH2:34][CH2:33][N:32]([S:35]([CH2:38][CH3:39])(=[O:37])=[O:36])[CH2:31][CH2:30]1.C(=O)([O-])[O-].[K+].[K+]. The catalyst is C1C=CC([P]([Pd]([P](C2C=CC=CC=2)(C2C=CC=CC=2)C2C=CC=CC=2)([P](C2C=CC=CC=2)(C2C=CC=CC=2)C2C=CC=CC=2)[P](C2C=CC=CC=2)(C2C=CC=CC=2)C2C=CC=CC=2)(C2C=CC=CC=2)C2C=CC=CC=2)=CC=1. The product is [CH3:1][C:2]([CH3:15])([CH3:14])[CH2:3][NH:4][CH2:5][C:6]1[S:10][C:9]([C:17]2[CH:18]=[C:19]3[C:23](=[C:24]([C:26]([NH2:28])=[O:27])[CH:25]=2)[NH:22][CH:21]=[C:20]3[CH:29]2[CH2:30][CH2:31][N:32]([S:35]([CH2:38][CH3:39])(=[O:36])=[O:37])[CH2:33][CH2:34]2)=[CH:8][CH:7]=1. The yield is 0.210. (2) The reactants are Cl[C:2]1[CH:3]=[C:4]([NH:11][C:12]2[CH:17]=[CH:16][CH:15]=[C:14]([N:18]3[CH2:22][CH2:21][CH2:20][CH:19]3[CH3:23])[N:13]=2)[C:5]2[N:6]([CH:8]=[CH:9][N:10]=2)[N:7]=1.[N:24]1[CH:29]=[CH:28][C:27](B(O)O)=[CH:26][CH:25]=1.CC(C1C=C(C(C)C)C(C2C=CC=CC=2P(C2CCCCC2)C2CCCCC2)=C(C(C)C)C=1)C.C([O-])([O-])=O.[Na+].[Na+]. The catalyst is O1CCOCC1.O.C1C=CC(/C=C/C(/C=C/C2C=CC=CC=2)=O)=CC=1.C1C=CC(/C=C/C(/C=C/C2C=CC=CC=2)=O)=CC=1.[Pd]. The product is [CH3:23][CH:19]1[CH2:20][CH2:21][CH2:22][N:18]1[C:14]1[N:13]=[C:12]([NH:11][C:4]2[C:5]3[N:6]([CH:8]=[CH:9][N:10]=3)[N:7]=[C:2]([C:27]3[CH:28]=[CH:29][N:24]=[CH:25][CH:26]=3)[CH:3]=2)[CH:17]=[CH:16][CH:15]=1. The yield is 0.440. (3) The reactants are Cl.[NH2:2][C@@H:3]([CH2:16][CH:17]1[CH2:19][CH2:18]1)[CH2:4][N:5]1[C:13](=[O:14])[C:12]2[C:7](=[CH:8][CH:9]=[CH:10][CH:11]=2)[C:6]1=[O:15].Br[C:21]1[CH:30]=[CH:29][C:24]([C:25]([O:27]C)=O)=[C:23]([CH2:31]Br)[CH:22]=1.C(N(CC)C(C)C)(C)C.O1CCOCC1.[CH3:48][N:49]1[C:53](B2OC(C)(C)C(C)(C)O2)=[CH:52][CH:51]=[N:50]1. The catalyst is CC(C)([P](C(C)(C)C)([Pd][P](C(C)(C)C)(C(C)(C)C)C(C)(C)C)C(C)(C)C)C.O. The product is [CH:17]1([CH2:16][C@H:3]([N:2]2[CH2:31][C:23]3[C:24](=[CH:29][CH:30]=[C:21]([C:53]4[N:49]([CH3:48])[N:50]=[CH:51][CH:52]=4)[CH:22]=3)[C:25]2=[O:27])[CH2:4][N:5]2[C:6](=[O:15])[C:7]3[C:12](=[CH:11][CH:10]=[CH:9][CH:8]=3)[C:13]2=[O:14])[CH2:19][CH2:18]1. The yield is 0.142. (4) The reactants are [NH:1]1[C:5]2[CH:6]=[CH:7][CH:8]=[CH:9][C:4]=2[N:3]=[C:2]1[NH:10][C:11]([C:13]1[N:14]=[CH:15][NH:16][C:17]=1[C:18]([NH:20][C:21]1[CH:26]=[CH:25][C:24]([O:27][CH:28]2[CH2:33][CH2:32][N:31](C(OC(C)(C)C)=O)[CH2:30][CH2:29]2)=[CH:23][C:22]=1[Cl:41])=[O:19])=[O:12].Cl. The catalyst is O1CCOCC1. The product is [NH:1]1[C:5]2[CH:6]=[CH:7][CH:8]=[CH:9][C:4]=2[N:3]=[C:2]1[NH:10][C:11]([C:13]1[N:14]=[CH:15][NH:16][C:17]=1[C:18]([NH:20][C:21]1[CH:26]=[CH:25][C:24]([O:27][CH:28]2[CH2:33][CH2:32][NH:31][CH2:30][CH2:29]2)=[CH:23][C:22]=1[Cl:41])=[O:19])=[O:12]. The yield is 0.830. (5) The reactants are C[O:2][C:3](=[O:42])[CH2:4][CH2:5][C:6]1[CH:11]=[CH:10][C:9]([S:12]([N:15]2[C:24]3[C:19](=[CH:20][CH:21]=[CH:22][CH:23]=3)[N:18]([C:25]([C:27]3[C:28]([O:33][C:34]4[CH:39]=[C:38]([Cl:40])[CH:37]=[CH:36][C:35]=4[Cl:41])=[N:29][CH:30]=[CH:31][CH:32]=3)=[O:26])[CH2:17][CH2:16]2)(=[O:14])=[O:13])=[CH:8][CH:7]=1.[OH-].[Na+]. The catalyst is C(O)C. The product is [Cl:41][C:35]1[CH:36]=[CH:37][C:38]([Cl:40])=[CH:39][C:34]=1[O:33][C:28]1[C:27]([C:25]([N:18]2[C:19]3[C:24](=[CH:23][CH:22]=[CH:21][CH:20]=3)[N:15]([S:12]([C:9]3[CH:10]=[CH:11][C:6]([CH2:5][CH2:4][C:3]([OH:42])=[O:2])=[CH:7][CH:8]=3)(=[O:14])=[O:13])[CH2:16][CH2:17]2)=[O:26])=[CH:32][CH:31]=[CH:30][N:29]=1. The yield is 0.130. (6) The reactants are [Cl-].[NH4+:2].[Al](C)(C)C.C[O:8][C:9]([C:11]1[CH:16]=[N:15][C:14]([Cl:17])=[CH:13][N:12]=1)=O. The catalyst is C1(C)C=CC=CC=1.C(Cl)(Cl)Cl. The product is [Cl:17][C:14]1[N:15]=[CH:16][C:11]([C:9]([NH2:2])=[O:8])=[N:12][CH:13]=1. The yield is 0.340. (7) The reactants are [SH:1][C:2]1[S:3][C:4]2[CH:10]=[CH:9][C:8]([O:11]C)=[CH:7][C:5]=2[N:6]=1.[C:13]1(C)C=CC(S(OC)(=O)=O)=CC=1. The catalyst is CC#N. The product is [OH:11][C:8]1[CH:9]=[CH:10][C:4]2[S:3][C:2]([S:1][CH3:13])=[N:6][C:5]=2[CH:7]=1. The yield is 0.760. (8) The reactants are CCN=C=NCCCN(C)C.Cl.[NH:13]([C:25]([O:27][C:28]([CH3:31])([CH3:30])[CH3:29])=[O:26])[C@H:14]([C:22]([OH:24])=O)[CH2:15][C:16]1[CH:21]=[CH:20][CH:19]=[CH:18][CH:17]=1.[NH2:32][C:33]1[CH:38]=[CH:37][CH:36]=[CH:35][CH:34]=1. The catalyst is C1COCC1. The product is [NH:13]([C:25]([O:27][C:28]([CH3:31])([CH3:30])[CH3:29])=[O:26])[C@H:14]([C:22]([NH:32][C:33]1[CH:38]=[CH:37][CH:36]=[CH:35][CH:34]=1)=[O:24])[CH2:15][C:16]1[CH:17]=[CH:18][CH:19]=[CH:20][CH:21]=1. The yield is 0.871.